Predict which catalyst facilitates the given reaction. From a dataset of Catalyst prediction with 721,799 reactions and 888 catalyst types from USPTO. Reactant: Br[C:2]1[CH:3]=[C:4]([SH:8])[CH:5]=[CH:6][CH:7]=1.Br[CH2:10][CH2:11][O:12][Si:13](O[Si:13]([CH3:15])([CH3:14])[O:12][CH2:11][CH2:10]Br)([CH3:15])[CH3:14].[C:24]([O-])([O-])=O.[K+].[K+].[Li]C[CH2:32][CH2:33][CH3:34].[N:35]([C:44]([O:46][C:47]([CH3:50])([CH3:49])[CH3:48])=[O:45])=[N:36][C:37]([O:39][C:40]([CH3:43])([CH3:42])[CH3:41])=[O:38]. Product: [Si:13]([O:12][CH2:11][CH2:10][S:8][C:4]1[CH:3]=[C:2]([N:35]([C:44]([O:46][C:47]([CH3:50])([CH3:49])[CH3:48])=[O:45])[NH:36][C:37]([O:39][C:40]([CH3:41])([CH3:42])[CH3:43])=[O:38])[CH:7]=[CH:6][CH:5]=1)([C:33]([CH3:32])([CH3:34])[CH3:24])([CH3:15])[CH3:14]. The catalyst class is: 21.